Dataset: Experimentally validated miRNA-target interactions with 360,000+ pairs, plus equal number of negative samples. Task: Binary Classification. Given a miRNA mature sequence and a target amino acid sequence, predict their likelihood of interaction. (1) The miRNA is mmu-miR-466f-3p with sequence CAUACACACACACAUACACAC. The protein sequence of the target gene is MGDWSFLGEFLEEVHKHSTVIGKVWLTVLFIFRMLVLGTAAESSWGDEQADFRCDTIQPGCQNVCYDQAFPISHIRYWVLQIIFVSTPSLVYMGHAMHTVRMQEKQKLRDAEKAKEAHRTGAYEYPVAEKAELSCWKEVDGKIVLQGTLLNTYVCTILIRTTMEVAFIVGQYLLYGIFLDTLHVCRRSPCPHPVNCYVSRPTEKNVFIVFMMAVAGLSLFLSLAELYHLGWKKIRQRFGKSRQGVDKHQLPGPPTSLVQSLTPPPDFNQCLKNSSGEKFFSDFSNNMGSRKNPDALATGE.... Result: 1 (interaction). (2) The miRNA is mmu-miR-5101 with sequence UUUGUUUGUUUUGCUGAUGCAG. The protein sequence of the target gene is MATALPRTLGELQLYRILQKANLLSYFDAFIQQGGDDVQQLCEAGEEEFLEIMALVGMASKPLHVRRLQKALRDWVTNPGLFNQPLTSLPVSSIPIYKLPEGSPTWLGISCNSYERSSSSREPHLKIPKCAATTCVQSLGQGKSEVGSLALQSVSDSRLWQGHHATESEHSLSPADLGSPASPKESSEALDAAAALSVAECVERMAPTLPKSDLSEVKELLKNNKKLAKMIGHIFEMSDEDPHKEEEIRKYSAIYGRFDSKRKDGKHLTLHELTVNEAAAQLCVKDNALLTRRDELFALA.... Result: 1 (interaction). (3) The miRNA is hsa-miR-652-3p with sequence AAUGGCGCCACUAGGGUUGUG. The protein sequence of the target gene is MAEGAASREAPAPLDVAGGEDDPRAGADAASGDAPPPALGGRMRDRRSGVALPGAAGVPADSEAGLLEAARATPRRSSIIKDPSNQKCGGRKKTVSFSSMPSEKKISSAHDCISFMQAGCELKKVRPNSRIYNRFFTLDTDLQALRWEPSKKDLEKAKLDISAIKEIRLGKNTETFRNNGLADQICEDCAFSILHGENYESLDLVANSADVANIWVSGLRYLVSRSKQPLDFIEGNQNTPRFMWLKTVFEAADVDGNGIMLEDTSVELIKQLNPTLKESKIRLKFKEIQKSKEKLTTRVT.... Result: 0 (no interaction). (4) The miRNA is hsa-miR-6874-3p with sequence CAGUUCUGCUGUUCUGACUCUAG. The protein sequence of the target gene is MQGTVAFEDVAVNFSQEEWSLLSEVQRCLYHDVMLENWVLISSLGCWCGSEDEEAPSKKSISIQRVSQVSTPGAGVSPKKAHSCEMCGAILGDILHLADHQGTHHKQKLHRCEAWGNKLYDSSNRPHQNQYLGEKPYRSSVEEALFVKRCKFHVSEESSIFIQSGKDFLPSSGLLLQEATHTGEKSNSKPECESPFQWGDTHYSCGECMKHSSTKHVFVQQQRLPSREECYCWECGKSFSKYDSVSNHQRVHTGKRPYECGECGKSFSHKGSLVQHQRVHTGKRPYECGECGKSFSHKGS.... Result: 0 (no interaction). (5) The miRNA is hsa-miR-6794-5p with sequence CAGGGGGACUGGGGGUGAGC. The protein sequence of the target gene is MGGPRAWALLCLGLLLPGGGAAWSIGAAPFSGRRNWCSYVVTRTISCHVQNGTYLQRVLQNCPWPMSCPGSSYRTVVRPTYKVMYKIVTAREWRCCPGHSGVSCEEASSASLEPMWSGSTMRRMALRPTAFSGCLNCSKVSELTERLKVLEAKMTMLTVIEQPVPPTPATPEDPAPLWGPPPAQGSPGDGGLQDQVGAWGLPGPTGPKGDAGSRGPMGMRGPPGPQGPPGSPGRAGAVGTPGERGPPGPPGPPGPPGPPAPVGPPHARISQHGDPLLSNTFTETNNHWPQGPTGPPGPPG.... Result: 1 (interaction).